The task is: Predict the product of the given reaction.. This data is from Forward reaction prediction with 1.9M reactions from USPTO patents (1976-2016). (1) Given the reactants C([O:3][C:4](=O)[CH2:5][C:6]([C@@H:8]1[CH2:13][CH2:12][N:11]([C:14]([O:16][CH3:17])=[O:15])[C@@H:10]([C:18]2[CH:23]=[C:22]([F:24])[C:21]([F:25])=[C:20]([F:26])[CH:19]=2)[CH2:9]1)=[O:7])C.[OH-].[Na+].[NH2:30]O.Cl, predict the reaction product. The product is: [O:3]=[C:4]1[CH:5]=[C:6]([C@@H:8]2[CH2:13][CH2:12][N:11]([C:14]([O:16][CH3:17])=[O:15])[C@@H:10]([C:18]3[CH:23]=[C:22]([F:24])[C:21]([F:25])=[C:20]([F:26])[CH:19]=3)[CH2:9]2)[O:7][NH:30]1. (2) Given the reactants [Cl:1][C:2]1[CH:7]=[CH:6][C:5]([C:8]2[CH:9]=[C:10]3[CH:25]([OH:26])[CH2:24][C:23]([CH3:28])([CH3:27])[O:22][C:11]3=[N:12][C:13]=2[C:14]2[CH:19]=[CH:18][C:17]([Cl:20])=[CH:16][C:15]=2[Cl:21])=[CH:4][CH:3]=1.Br[CH2:30][CH3:31].[H-].[Na+], predict the reaction product. The product is: [Cl:1][C:2]1[CH:3]=[CH:4][C:5]([C:8]2[CH:9]=[C:10]3[CH:25]([O:26][CH2:30][CH3:31])[CH2:24][C:23]([CH3:28])([CH3:27])[O:22][C:11]3=[N:12][C:13]=2[C:14]2[CH:19]=[CH:18][C:17]([Cl:20])=[CH:16][C:15]=2[Cl:21])=[CH:6][CH:7]=1. (3) The product is: [F:1][C:2]1[C:9]([O:10][CH3:11])=[CH:8][CH:7]=[C:6]([C:12]2[CH:16]=[CH:15][O:14][CH:13]=2)[C:3]=1[CH2:4][NH2:5]. Given the reactants [F:1][C:2]1[C:9]([O:10][CH3:11])=[CH:8][CH:7]=[C:6]([C:12]2[CH:16]=[CH:15][O:14][CH:13]=2)[C:3]=1[C:4]#[N:5].N, predict the reaction product. (4) The product is: [Br:1][C:2]1[C:10]2[O:9][C:8]([C:20](=[O:22])[CH3:21])=[C:7]([CH2:11][C:12]3[CH:17]=[CH:16][CH:15]=[C:14]([F:18])[CH:13]=3)[C:6]=2[CH:5]=[C:4]([F:19])[CH:3]=1. Given the reactants [Br:1][C:2]1[C:10]2[O:9][CH:8]=[C:7]([CH2:11][C:12]3[CH:17]=[CH:16][CH:15]=[C:14]([F:18])[CH:13]=3)[C:6]=2[CH:5]=[C:4]([F:19])[CH:3]=1.[C:20](Cl)(=[O:22])[CH3:21].ClCCl.[Cl-].[Al+3].[Cl-].[Cl-], predict the reaction product. (5) Given the reactants [CH2:1]([N:5]([S:32]([C:35]1[CH:40]=[CH:39][C:38]([N+:41]([O-:43])=[O:42])=[CH:37][CH:36]=1)(=[O:34])=[O:33])[C@H:6]([C:29]([OH:31])=[O:30])CCCCNC(OCC1C2C=CC=CC=2C2C1=CC=CC=2)=O)C(C)C.[C:44]([NH:47][C:48]1[CH:53]=[CH:52][C:51]([S:54]([NH:57][C@H:58]([C:66](O)=[O:67])[CH2:59][C:60]2[CH:65]=[CH:64][CH:63]=[CH:62][CH:61]=2)(=[O:56])=[O:55])=[CH:50][CH:49]=1)(=[O:46])[CH3:45], predict the reaction product. The product is: [CH2:1]([N:5]([S:32]([C:35]1[CH:40]=[CH:39][C:38]([N+:41]([O-:43])=[O:42])=[CH:37][CH:36]=1)(=[O:34])=[O:33])[C@H:6]([C:29]([OH:31])=[O:30])[CH2:51][CH2:50][CH2:49][CH2:48][NH:47][C:66](=[O:67])[C@H:58]([CH2:59][C:60]1[CH:65]=[CH:64][CH:63]=[CH:62][CH:61]=1)[NH:57][S:54]([C:51]1[CH:50]=[CH:49][C:48]([NH:47][C:44](=[O:46])[CH3:45])=[CH:53][CH:52]=1)(=[O:56])=[O:55])[CH:58]([CH3:66])[CH3:59].